Dataset: Catalyst prediction with 721,799 reactions and 888 catalyst types from USPTO. Task: Predict which catalyst facilitates the given reaction. (1) Reactant: [CH2:1](Br)[C:2]1[CH:7]=[CH:6][CH:5]=[CH:4][CH:3]=1.[NH2:9][C@H:10]1[CH2:15][CH2:14][C@H:13]([OH:16])[CH2:12][CH2:11]1.C(=O)([O-])[O-].[K+].[K+]. Product: [CH2:1]([N:9]([CH2:1][C:2]1[CH:7]=[CH:6][CH:5]=[CH:4][CH:3]=1)[C@H:10]1[CH2:15][CH2:14][C@H:13]([OH:16])[CH2:12][CH2:11]1)[C:2]1[CH:7]=[CH:6][CH:5]=[CH:4][CH:3]=1. The catalyst class is: 10. (2) Reactant: [O:1]=[C:2]1[N:8]2[CH2:9][C@@H:4]([CH2:5][CH2:6][C@H:7]2[C:10]([NH:12][NH:13][C:14]([C@@H:16]2[CH2:20][CH2:19][CH2:18][C@H:17]2[NH:21]C(=O)OC(C)(C)C)=[O:15])=[O:11])[N:3]1[O:29][S:30]([OH:33])(=[O:32])=[O:31].[C:34]([OH:40])([C:36]([F:39])([F:38])[F:37])=[O:35]. Product: [F:37][C:36]([F:39])([F:38])[C:34]([OH:40])=[O:35].[NH2:21][C@@H:17]1[CH2:18][CH2:19][CH2:20][C@H:16]1[C:14]([NH:13][NH:12][C:10]([C@@H:7]1[CH2:6][CH2:5][C@@H:4]2[CH2:9][N:8]1[C:2](=[O:1])[N:3]2[O:29][S:30]([OH:33])(=[O:32])=[O:31])=[O:11])=[O:15]. The catalyst class is: 158. (3) Reactant: [F:1][C:2]1[CH:34]=[CH:33][CH:32]=[CH:31][C:3]=1[CH2:4][N:5]1[C:13]2[C:8](=[CH:9][CH:10]=[CH:11][CH:12]=2)[C:7]([C:14]2[N:19]=[C:18]([NH:20][C:21]3[CH:26]=[CH:25][N:24]=[CH:23][C:22]=3[C:27]#[N:28])[C:17]([O:29][CH3:30])=[CH:16][N:15]=2)=[N:6]1.[OH-:35].[Na+].OO. Product: [F:1][C:2]1[CH:34]=[CH:33][CH:32]=[CH:31][C:3]=1[CH2:4][N:5]1[C:13]2[C:8](=[CH:9][CH:10]=[CH:11][CH:12]=2)[C:7]([C:14]2[N:19]=[C:18]([NH:20][C:21]3[CH:26]=[CH:25][N:24]=[CH:23][C:22]=3[C:27]([NH2:28])=[O:35])[C:17]([O:29][CH3:30])=[CH:16][N:15]=2)=[N:6]1. The catalyst class is: 16. (4) Reactant: Cl.[NH2:2][C@@H:3]1[CH2:8][CH2:7][C@H:6]([OH:9])[CH2:5][CH2:4]1.O=[CH:11][CH2:12][C:13]1([C:29](OCC)=[O:30])[CH2:18][CH2:17][CH2:16][N:15]([C:19]([O:21][CH2:22][C:23]2[CH:28]=[CH:27][CH:26]=[CH:25][CH:24]=2)=[O:20])[CH2:14]1.C(N(CC)CC)C.C(O[BH-](OC(=O)C)OC(=O)C)(=O)C.[Na+]. Product: [OH:9][C@@H:6]1[CH2:7][CH2:8][C@H:3]([N:2]2[CH2:11][CH2:12][C:13]3([CH2:18][CH2:17][CH2:16][N:15]([C:19]([O:21][CH2:22][C:23]4[CH:24]=[CH:25][CH:26]=[CH:27][CH:28]=4)=[O:20])[CH2:14]3)[C:29]2=[O:30])[CH2:4][CH2:5]1. The catalyst class is: 26. (5) Reactant: [Cl:1][C:2]1[CH:7]=[CH:6][C:5]([CH:8]([C:20]2[CH:25]=[CH:24][C:23]([OH:26])=[C:22]([F:27])[CH:21]=2)[CH2:9][C:10]([C:12]2[CH:13]=[CH:14][C:15](=[O:19])[N:16]([CH3:18])[CH:17]=2)=[O:11])=[C:4]([CH3:28])[CH:3]=1.Br[CH2:30][CH2:31][OH:32].C(=O)([O-])[O-].[Cs+].[Cs+]. Product: [Cl:1][C:2]1[CH:7]=[CH:6][C:5]([CH:8]([C:20]2[CH:25]=[CH:24][C:23]([O:26][CH2:30][CH2:31][OH:32])=[C:22]([F:27])[CH:21]=2)[CH2:9][C:10]([C:12]2[CH:13]=[CH:14][C:15](=[O:19])[N:16]([CH3:18])[CH:17]=2)=[O:11])=[C:4]([CH3:28])[CH:3]=1. The catalyst class is: 80. (6) Reactant: [CH3:1][C:2]1[C:6]([C:7]2[C:8]([O:28][CH3:29])=[CH:9][C:10]3[C:11]4[N:19]([CH2:20][CH:21]5[CH2:26][CH2:25][O:24][CH2:23][CH2:22]5)[C:18](=O)[NH:17][C:12]=4[CH:13]=[N:14][C:15]=3[CH:16]=2)=[C:5]([CH3:30])[O:4][N:3]=1.O=P(Cl)(Cl)[Cl:33].P(Cl)(Cl)(Cl)(Cl)Cl. Product: [Cl:33][C:18]1[N:19]([CH2:20][CH:21]2[CH2:26][CH2:25][O:24][CH2:23][CH2:22]2)[C:11]2[C:10]3[CH:9]=[C:8]([O:28][CH3:29])[C:7]([C:6]4[C:2]([CH3:1])=[N:3][O:4][C:5]=4[CH3:30])=[CH:16][C:15]=3[N:14]=[CH:13][C:12]=2[N:17]=1. The catalyst class is: 2.